This data is from Reaction yield outcomes from USPTO patents with 853,638 reactions. The task is: Predict the reaction yield, written as a fraction of the theoretical maximum amount of product (1.0 means a 100% yield; for example, 0.34 means a 34% yield). (1) The reactants are Br[C:2]1[CH:23]=[CH:22][C:5]2[C:6]3[N:7]([CH:11]=[C:12]([C:14]4[N:18]([CH:19]([CH3:21])[CH3:20])[N:17]=[CH:16][N:15]=4)[N:13]=3)[CH2:8][CH2:9][O:10][C:4]=2[CH:3]=1.[O:24]1[CH2:29][CH2:28][CH2:27][CH2:26][CH:25]1[N:30]1[C:34](B2OC(C)(C)C(C)(C)O2)=[CH:33][N:32]=[CH:31]1.[F-].[Cs+].O. The catalyst is CN(C=O)C.[Cu]I.C1C=CC([P]([Pd]([P](C2C=CC=CC=2)(C2C=CC=CC=2)C2C=CC=CC=2)([P](C2C=CC=CC=2)(C2C=CC=CC=2)C2C=CC=CC=2)[P](C2C=CC=CC=2)(C2C=CC=CC=2)C2C=CC=CC=2)(C2C=CC=CC=2)C2C=CC=CC=2)=CC=1. The product is [CH:19]([N:18]1[C:14]([C:12]2[N:13]=[C:6]3[C:5]4[CH:22]=[CH:23][C:2]([C:34]5[N:30]([CH:25]6[CH2:26][CH2:27][CH2:28][CH2:29][O:24]6)[CH:31]=[N:32][CH:33]=5)=[CH:3][C:4]=4[O:10][CH2:9][CH2:8][N:7]3[CH:11]=2)=[N:15][CH:16]=[N:17]1)([CH3:21])[CH3:20]. The yield is 0.170. (2) The reactants are [H-].[Na+].[N:3]1[C:12]2[C:7](=[CH:8][CH:9]=[CH:10][C:11]=2[OH:13])[CH:6]=[CH:5][CH:4]=1.Br[C:15]([CH3:22])([CH3:21])[C:16]([O:18][CH2:19][CH3:20])=[O:17]. The catalyst is CN(C=O)C.O. The product is [CH3:21][C:15]([O:13][C:11]1[CH:10]=[CH:9][CH:8]=[C:7]2[C:12]=1[N:3]=[CH:4][CH:5]=[CH:6]2)([CH3:22])[C:16]([O:18][CH2:19][CH3:20])=[O:17]. The yield is 0.448. (3) The reactants are [OH:1][CH2:2][C@@H:3]1[C@:12]2([CH3:13])[C@H:7]([C:8]([CH3:15])([CH3:14])[CH2:9][CH2:10][CH2:11]2)[CH2:6][CH2:5][C@@:4]1([CH3:17])[OH:16].CCN(CC)CC.[CH3:25][S:26](Cl)(=[O:28])=[O:27].CCOCC. The catalyst is CN(C=O)C. The product is [CH3:25][S:26]([O:1][CH2:2][C@@H:3]1[C@:12]2([CH3:13])[C@H:7]([C:8]([CH3:15])([CH3:14])[CH2:9][CH2:10][CH2:11]2)[CH2:6][CH2:5][C@:4]1([OH:16])[CH3:17])(=[O:28])=[O:27]. The yield is 0.960. (4) The catalyst is O1CCOCC1.C(O)(=O)C.[Pd]. The product is [CH2:1]([O:3][C:4](=[O:23])[NH:5][C:6]1[S:7][C:8]2[C:14]([CH:15]3[CH2:20][O:19][CH2:18][CH2:17][O:16]3)=[CH:13][CH:12]=[C:11]([O:21][CH3:22])[C:9]=2[N:10]=1)[CH3:2]. The yield is 0.620. The reactants are [CH2:1]([O:3][C:4](=[O:23])[NH:5][C:6]1[S:7][C:8]2[C:14]([C:15]3[O:16][CH2:17][CH2:18][O:19][CH:20]=3)=[CH:13][CH:12]=[C:11]([O:21][CH3:22])[C:9]=2[N:10]=1)[CH3:2].[H][H]. (5) The reactants are [CH:1]([O:4][C:5]1[CH:10]=[CH:9][C:8]([C:11]2[CH:16]=[CH:15][CH:14]=[C:13]([CH:17]3[C:26]([CH3:28])([CH3:27])[CH2:25][C:24]4[C:19](=[CH:20][CH:21]=[C:22]([C:29](O)=[O:30])[CH:23]=4)[NH:18]3)[CH:12]=2)=[CH:7][CH:6]=1)([CH3:3])[CH3:2].[CH:32]1([S:35]([NH2:38])(=[O:37])=[O:36])[CH2:34][CH2:33]1. The catalyst is CN(C)C1C=CN=CC=1.ClCCl. The product is [CH:1]([O:4][C:5]1[CH:6]=[CH:7][C:8]([C:11]2[CH:16]=[CH:15][CH:14]=[C:13]([CH:17]3[C:26]([CH3:27])([CH3:28])[CH2:25][C:24]4[C:19](=[CH:20][CH:21]=[C:22]([C:29]([NH:38][S:35]([CH:32]5[CH2:34][CH2:33]5)(=[O:37])=[O:36])=[O:30])[CH:23]=4)[NH:18]3)[CH:12]=2)=[CH:9][CH:10]=1)([CH3:2])[CH3:3]. The yield is 0.220. (6) The reactants are I[C:2]1[CH:3]=[C:4]([N:11]2[CH2:16][CH2:15][O:14][CH2:13][CH2:12]2)[CH:5]=[C:6]([N+:8]([O-:10])=[O:9])[CH:7]=1.[CH3:17][C@H:18]1[CH2:23][O:22][CH2:21][CH2:20][NH:19]1.C(=O)([O-])[O-].[Cs+].[Cs+]. The catalyst is C1(C)C=CC=CC=1.C(Cl)Cl.C([O-])(=O)C.[Pd+2].C([O-])(=O)C.C1(P(C2C=CC=CC=2)C2C=CC3C(=CC=CC=3)C=2C2C3C(=CC=CC=3)C=CC=2P(C2C=CC=CC=2)C2C=CC=CC=2)C=CC=CC=1. The yield is 0.539. The product is [CH3:17][C@H:18]1[CH2:23][O:22][CH2:21][CH2:20][N:19]1[C:2]1[CH:7]=[C:6]([N+:8]([O-:10])=[O:9])[CH:5]=[C:4]([N:11]2[CH2:16][CH2:15][O:14][CH2:13][CH2:12]2)[CH:3]=1. (7) The reactants are Cl.[Br:2][C:3]1[CH:11]=[C:10]2[C:6]([C:7]([CH2:22][CH2:23][O:24]C3CCCCO3)([CH2:13][CH2:14][O:15]C3CCCCO3)[C:8](=[O:12])[NH:9]2)=[CH:5][CH:4]=1.O. The catalyst is O1CCOCC1. The product is [Br:2][C:3]1[CH:11]=[C:10]2[C:6]([C:7]([CH2:13][CH2:14][OH:15])([CH2:22][CH2:23][OH:24])[C:8](=[O:12])[NH:9]2)=[CH:5][CH:4]=1. The yield is 0.500.